Dataset: Full USPTO retrosynthesis dataset with 1.9M reactions from patents (1976-2016). Task: Predict the reactants needed to synthesize the given product. Given the product [CH:29]1([CH2:33][N:24]2[CH2:25][CH2:26][C:22]([N:13]([CH2:12][C:4]3[C:3](=[O:28])[N:2]([CH3:1])[C:11]4[C:6]([CH:5]=3)=[CH:7][CH:8]=[CH:9][CH:10]=4)[C:14]([CH:16]3[CH2:21][CH2:20][CH2:19][CH2:18][CH2:17]3)=[O:15])([CH3:27])[CH2:23]2)[CH2:32][CH2:31][CH2:30]1, predict the reactants needed to synthesize it. The reactants are: [CH3:1][N:2]1[C:11]2[C:6](=[CH:7][CH:8]=[CH:9][CH:10]=2)[CH:5]=[C:4]([CH2:12][N:13]([C:22]2([CH3:27])[CH2:26][CH2:25][NH:24][CH2:23]2)[C:14]([CH:16]2[CH2:21][CH2:20][CH2:19][CH2:18][CH2:17]2)=[O:15])[C:3]1=[O:28].[CH:29]1([CH:33]=O)[CH2:32][CH2:31][CH2:30]1.C(O)(=O)C.C(O[BH-](OC(=O)C)OC(=O)C)(=O)C.[Na+].